From a dataset of Catalyst prediction with 721,799 reactions and 888 catalyst types from USPTO. Predict which catalyst facilitates the given reaction. (1) The catalyst class is: 2. Product: [Cl:24][CH2:25][C:26]([NH:10][CH2:11][C@H:12]1[CH2:16][CH2:15][CH2:14][N:13]1[C:17]([O:19][C:20]([CH3:23])([CH3:22])[CH3:21])=[O:18])=[O:27]. Reactant: CCN(C(C)C)C(C)C.[NH2:10][CH2:11][C@H:12]1[CH2:16][CH2:15][CH2:14][N:13]1[C:17]([O:19][C:20]([CH3:23])([CH3:22])[CH3:21])=[O:18].[Cl:24][CH2:25][C:26](Cl)=[O:27]. (2) Reactant: C([N-]C(C)C)(C)C.C([Li])CCC.[S:13]1[CH:17]=[CH:16][CH:15]=[C:14]1[C:18]#[N:19].C(O)(=O)C[C:22](CC(O)=O)(C(O)=O)[OH:23]. Product: [C:18]([C:14]1[S:13][C:17]([CH:22]=[O:23])=[CH:16][CH:15]=1)#[N:19]. The catalyst class is: 30. (3) Reactant: C([O:3][C:4](=[O:22])[CH2:5][CH2:6][NH:7][C:8](=[O:21])[C:9]1[CH:14]=[CH:13][C:12]([C:15]2[NH:16][O:17][C:18](=[O:20])[N:19]=2)=[CH:11][CH:10]=1)C.[OH-].[Na+]. Product: [O:17]1[C:18](=[O:20])[N:19]=[C:15]([C:12]2[CH:13]=[CH:14][C:9]([C:8]([NH:7][CH2:6][CH2:5][C:4]([OH:22])=[O:3])=[O:21])=[CH:10][CH:11]=2)[NH:16]1. The catalyst class is: 38. (4) Product: [C:58]([C:57]1[CH:60]=[CH:61][C:62]([CH3:63])=[C:55]([CH:56]=1)[O:54][CH:52]1[CH2:51][N:50]([C:46](=[O:48])[CH2:45][NH:44][C:42]([C:39]2[CH:38]=[C:37]([C:31]3[CH:32]=[CH:33][CH:34]=[CH:35][CH:36]=3)[NH:41][N:40]=2)=[O:43])[CH2:53]1)#[N:59]. The catalyst class is: 3. Reactant: CCN(C(C)C)C(C)C.C1C=CC2N(O)N=NC=2C=1.CCN=C=NCCCN(C)C.[C:31]1([C:37]2[NH:41][N:40]=[C:39]([C:42]([NH:44][CH2:45][C:46]([OH:48])=O)=[O:43])[CH:38]=2)[CH:36]=[CH:35][CH:34]=[CH:33][CH:32]=1.Cl.[NH:50]1[CH2:53][CH:52]([O:54][C:55]2[CH:56]=[C:57]([CH:60]=[CH:61][C:62]=2[CH3:63])[C:58]#[N:59])[CH2:51]1.Cl.FC(F)(F)C1C=C(C=CC=1)OC1CNC1. (5) Reactant: [S:1]1[C:5]2[CH:6]=[CH:7][CH:8]=[CH:9][C:4]=2[NH:3][CH2:2]1.NC1C=CC=CC=1S.C=O.[C:20]([C:22]1[CH:23]=[C:24]([CH:28]=[C:29]([C:33]#[CH:34])[C:30]=1[O:31][CH3:32])[C:25](Cl)=[O:26])#[N:21]. Product: [C:20]([C:22]1[CH:23]=[C:24]([CH:28]=[C:29]([C:33]#[CH:34])[C:30]=1[O:31][CH3:32])[C:25]([N:3]1[C:4]2[CH:9]=[CH:8][CH:7]=[CH:6][C:5]=2[S:1][CH2:2]1)=[O:26])#[N:21]. The catalyst class is: 236.